This data is from NCI-60 drug combinations with 297,098 pairs across 59 cell lines. The task is: Regression. Given two drug SMILES strings and cell line genomic features, predict the synergy score measuring deviation from expected non-interaction effect. (1) Drug 1: CC1CCC2CC(C(=CC=CC=CC(CC(C(=O)C(C(C(=CC(C(=O)CC(OC(=O)C3CCCCN3C(=O)C(=O)C1(O2)O)C(C)CC4CCC(C(C4)OC)OCCO)C)C)O)OC)C)C)C)OC. Drug 2: C1C(C(OC1N2C=NC(=NC2=O)N)CO)O. Cell line: HCT116. Synergy scores: CSS=23.8, Synergy_ZIP=-5.83, Synergy_Bliss=-1.89, Synergy_Loewe=1.26, Synergy_HSA=3.13. (2) Drug 1: CCC(=C(C1=CC=CC=C1)C2=CC=C(C=C2)OCCN(C)C)C3=CC=CC=C3.C(C(=O)O)C(CC(=O)O)(C(=O)O)O. Drug 2: CCC1(C2=C(COC1=O)C(=O)N3CC4=CC5=C(C=CC(=C5CN(C)C)O)N=C4C3=C2)O.Cl. Cell line: SN12C. Synergy scores: CSS=40.1, Synergy_ZIP=-2.60, Synergy_Bliss=-1.39, Synergy_Loewe=-25.4, Synergy_HSA=-1.22. (3) Drug 1: CN(CC1=CN=C2C(=N1)C(=NC(=N2)N)N)C3=CC=C(C=C3)C(=O)NC(CCC(=O)O)C(=O)O. Drug 2: C1CC(=O)NC(=O)C1N2C(=O)C3=CC=CC=C3C2=O. Cell line: DU-145. Synergy scores: CSS=21.7, Synergy_ZIP=5.07, Synergy_Bliss=5.54, Synergy_Loewe=-17.2, Synergy_HSA=2.13. (4) Drug 1: CC1C(C(=O)NC(C(=O)N2CCCC2C(=O)N(CC(=O)N(C(C(=O)O1)C(C)C)C)C)C(C)C)NC(=O)C3=C4C(=C(C=C3)C)OC5=C(C(=O)C(=C(C5=N4)C(=O)NC6C(OC(=O)C(N(C(=O)CN(C(=O)C7CCCN7C(=O)C(NC6=O)C(C)C)C)C)C(C)C)C)N)C. Drug 2: CN(CC1=CN=C2C(=N1)C(=NC(=N2)N)N)C3=CC=C(C=C3)C(=O)NC(CCC(=O)O)C(=O)O. Cell line: A498. Synergy scores: CSS=33.5, Synergy_ZIP=-12.0, Synergy_Bliss=-4.38, Synergy_Loewe=-8.26, Synergy_HSA=-0.832. (5) Drug 1: CCN(CC)CCNC(=O)C1=C(NC(=C1C)C=C2C3=C(C=CC(=C3)F)NC2=O)C. Drug 2: CC1C(C(CC(O1)OC2CC(CC3=C2C(=C4C(=C3O)C(=O)C5=C(C4=O)C(=CC=C5)OC)O)(C(=O)CO)O)N)O.Cl. Cell line: MALME-3M. Synergy scores: CSS=22.8, Synergy_ZIP=-8.56, Synergy_Bliss=-4.44, Synergy_Loewe=-18.8, Synergy_HSA=-1.86.